From a dataset of Catalyst prediction with 721,799 reactions and 888 catalyst types from USPTO. Predict which catalyst facilitates the given reaction. (1) Reactant: B.N1C=CC=CC=1C.Cl.[NH2:10][C:11]1[CH:12]=[C:13]2[C:22](=[CH:23][CH:24]=1)[S:21][C:20]1[C:19]([C:25]3[NH:30][C:29](=[O:31])[CH:28]=[C:27]([N:32]4[CH2:37][CH2:36][O:35][CH2:34][CH2:33]4)[CH:26]=3)=[CH:18][CH:17]=[CH:16][C:15]=1[S:14]2.[S:38]1[CH:42]=[CH:41][C:40]([CH:43]=O)=[CH:39]1.C(=O)([O-])O.[Na+]. Product: [O:35]1[CH2:34][CH2:33][N:32]([C:27]2[CH:26]=[C:25]([C:19]3[C:20]4[S:21][C:22]5[C:13](=[CH:12][C:11]([NH:10][CH2:43][C:40]6[CH:41]=[CH:42][S:38][CH:39]=6)=[CH:24][CH:23]=5)[S:14][C:15]=4[CH:16]=[CH:17][CH:18]=3)[NH:30][C:29](=[O:31])[CH:28]=2)[CH2:37][CH2:36]1. The catalyst class is: 130. (2) Reactant: C(OC([N:8]1[CH2:12][C@@H:11]([CH2:13][N:14]([CH:32]([CH3:34])[CH3:33])[C:15]([C:17]2[CH:25]=[C:24]3[C:20]([C:21]([CH3:31])=[CH:22][N:23]3[CH2:26][CH2:27][CH2:28][O:29][CH3:30])=[CH:19][CH:18]=2)=[O:16])[C@H:10]([NH2:35])[CH2:9]1)=O)(C)(C)C.[C:36]1([CH2:42][S:43](Cl)(=[O:45])=[O:44])[CH:41]=[CH:40][CH:39]=[CH:38][CH:37]=1.CC#N.O.CC#N. Product: [CH:32]([N:14]([CH2:13][C@H:11]1[C@H:10]([NH:35][S:43]([CH2:42][C:36]2[CH:41]=[CH:40][CH:39]=[CH:38][CH:37]=2)(=[O:45])=[O:44])[CH2:9][NH:8][CH2:12]1)[C:15]([C:17]1[CH:25]=[C:24]2[C:20]([C:21]([CH3:31])=[CH:22][N:23]2[CH2:26][CH2:27][CH2:28][O:29][CH3:30])=[CH:19][CH:18]=1)=[O:16])([CH3:34])[CH3:33]. The catalyst class is: 6. (3) Reactant: C(OC([N:8]1[C:16]2[C:11](=[CH:12][CH:13]=[CH:14][CH:15]=2)[C:10]([C:17]2[C:18](=[O:41])[N:19](C(OC(C)(C)C)=O)[CH2:20][C:21]=2[C:22]2[C:32]3=[C:33]4[C:28](=[CH:29][CH:30]=[CH:31]3)[CH2:27][CH2:26][CH2:25][N:24]4[CH:23]=2)=[CH:9]1)=O)(C)(C)C.Cl. Product: [C:22]1([C:21]2[CH2:20][NH:19][C:18](=[O:41])[C:17]=2[C:10]2[C:11]3[C:16](=[CH:15][CH:14]=[CH:13][CH:12]=3)[NH:8][CH:9]=2)[C:32]2=[C:33]3[C:28](=[CH:29][CH:30]=[CH:31]2)[CH2:27][CH2:26][CH2:25][N:24]3[CH:23]=1. The catalyst class is: 12. (4) Reactant: [C:1]([O:5][CH:6]([C:11]1[N:16]([CH3:17])[C:15](=[O:18])[C:14]2[N:19]([CH2:22][C:23]3[CH:28]=[CH:27][C:26]([Cl:29])=[C:25]([F:30])[CH:24]=3)[CH:20]=[CH:21][C:13]=2[C:12]=1[C:31]1[CH:36]=[CH:35][C:34]([CH3:37])=[CH:33][CH:32]=1)[C:7]([O:9]C)=[O:8])([CH3:4])([CH3:3])[CH3:2].[Li+].[OH-]. Product: [C:1]([O:5][CH:6]([C:11]1[N:16]([CH3:17])[C:15](=[O:18])[C:14]2[N:19]([CH2:22][C:23]3[CH:28]=[CH:27][C:26]([Cl:29])=[C:25]([F:30])[CH:24]=3)[CH:20]=[CH:21][C:13]=2[C:12]=1[C:31]1[CH:32]=[CH:33][C:34]([CH3:37])=[CH:35][CH:36]=1)[C:7]([OH:9])=[O:8])([CH3:4])([CH3:3])[CH3:2]. The catalyst class is: 111.